Dataset: Reaction yield outcomes from USPTO patents with 853,638 reactions. Task: Predict the reaction yield, written as a fraction of the theoretical maximum amount of product (1.0 means a 100% yield; for example, 0.34 means a 34% yield). The reactants are [CH3:1][O-:2].[Na+].Cl[CH:5]([Cl:10])[C:6](OC)=[O:7].[F:11][C:12]([F:22])([F:21])[C:13]1[CH:14]=[C:15]([CH:18]=[CH:19][CH:20]=1)C=O.C1C[O:26][CH2:25]C1. No catalyst specified. The product is [Cl:10][CH:5]([C:15]1[CH:18]=[CH:19][CH:20]=[C:13]([C:12]([F:11])([F:21])[F:22])[CH:14]=1)[C:6](=[O:7])[C:1]([O:26][CH3:25])=[O:2]. The yield is 0.930.